From a dataset of Reaction yield outcomes from USPTO patents with 853,638 reactions. Predict the reaction yield, written as a fraction of the theoretical maximum amount of product (1.0 means a 100% yield; for example, 0.34 means a 34% yield). (1) The reactants are [F:1][C:2]([F:12])([F:11])[C:3](=[O:10])[CH2:4][C:5]([O:7][CH2:8][CH3:9])=[O:6].[C:13](=O)([O-])[O-].[Cs+].[Cs+].C1(C)C=CC(S(OC)(=O)=O)=CC=1. The catalyst is CN(C=O)C.O. The product is [CH2:8]([O:7][C:5](=[O:6])[CH:4]=[C:3]([O:10][CH3:13])[C:2]([F:11])([F:12])[F:1])[CH3:9]. The yield is 0.560. (2) The reactants are [OH:1][C:2]1[CH:3]=[C:4]([NH:8][C:9](=[O:15])[O:10][C:11]([CH3:14])([CH3:13])[CH3:12])[CH:5]=[CH:6][CH:7]=1.C([O-])([O-])=O.[K+].[K+].[Na+].[I-].Cl[C:25]1[CH:26]=C(C=C[CH:32]=1)CBr. The catalyst is O.CN(C=O)C. The product is [C:11]([O:10][C:9](=[O:15])[NH:8][C:4]1[CH:5]=[CH:6][CH:7]=[C:2]([O:1][CH2:26][C:25]#[CH:32])[CH:3]=1)([CH3:12])([CH3:14])[CH3:13]. The yield is 0.550. (3) The catalyst is CO. The reactants are [CH2:1]([N:8]1[CH:12]=[CH:11][N:10]=[C:9]1[CH:13]1[C:22](=O)[C:21]2[C:20]([C:24]([O:26]C)=O)=[CH:19][CH:18]=[CH:17][C:16]=2[NH:15][CH:14]1[C:28]1[CH:33]=[CH:32][CH:31]=[CH:30][CH:29]=1)[C:2]1[CH:7]=[CH:6][CH:5]=[CH:4][CH:3]=1.O.[NH2:35][NH2:36]. The product is [CH2:1]([N:8]1[CH:12]=[CH:11][N:10]=[C:9]1[CH:13]1[C:22]2=[N:35][NH:36][C:24](=[O:26])[C:20]3[CH:19]=[CH:18][CH:17]=[C:16]([C:21]=32)[NH:15][CH:14]1[C:28]1[CH:29]=[CH:30][CH:31]=[CH:32][CH:33]=1)[C:2]1[CH:3]=[CH:4][CH:5]=[CH:6][CH:7]=1. The yield is 0.270. (4) The reactants are [C:1]1([C:10](OCC)=[O:11])[C:2]2[N:3]([CH:7]=[CH:8][CH:9]=2)[CH2:4][CH2:5][N:6]=1.[H-].[H-].[H-].[H-].[Li+].[Al+3]. The catalyst is C1COCC1. The product is [CH:1]1([CH2:10][OH:11])[NH:6][CH2:5][CH2:4][N:3]2[CH:7]=[CH:8][CH:9]=[C:2]12. The yield is 0.630. (5) The yield is 0.770. The reactants are [C:1]([C:3]1[CH:8]=[CH:7][C:6]([C@@H:9]2[C:14]([C:15]#[N:16])=[C:13]([CH3:17])[N:12]([C:18]3[CH:23]=[CH:22][CH:21]=[C:20]([C:24]([F:27])([F:26])[F:25])[CH:19]=3)[C:11](=[O:28])[NH:10]2)=[C:5]([S:29]([CH3:32])(=[O:31])=[O:30])[CH:4]=1)#[N:2].[H-].[Na+].[F:35][C:36]([F:49])([F:48])[O:37][C:38]1[CH:43]=[CH:42][CH:41]=[CH:40][C:39]=1[S:44](Cl)(=[O:46])=[O:45]. The product is [C:1]([C:3]1[CH:8]=[CH:7][C:6]([C@@H:9]2[C:14]([C:15]#[N:16])=[C:13]([CH3:17])[N:12]([C:18]3[CH:23]=[CH:22][CH:21]=[C:20]([C:24]([F:27])([F:26])[F:25])[CH:19]=3)[C:11](=[O:28])[N:10]2[S:44]([C:39]2[CH:40]=[CH:41][CH:42]=[CH:43][C:38]=2[O:37][C:36]([F:35])([F:48])[F:49])(=[O:46])=[O:45])=[C:5]([S:29]([CH3:32])(=[O:31])=[O:30])[CH:4]=1)#[N:2]. No catalyst specified. (6) The reactants are [CH2:1]([N:3]([CH2:30][CH3:31])[C:4]([CH:6]1[C:18]2[C:17]3[C:12](=[CH:13][CH:14]=[CH:15][CH:16]=3)[N:11]([CH2:19][CH2:20][O:21]CC3C=CC=CC=3)[C:10]=2[CH2:9][CH:8]([CH3:29])[CH2:7]1)=[O:5])[CH3:2]. The catalyst is CO.[Pd]. The product is [CH2:30]([N:3]([CH2:1][CH3:2])[C:4]([CH:6]1[C:18]2[C:17]3[C:12](=[CH:13][CH:14]=[CH:15][CH:16]=3)[N:11]([CH2:19][CH2:20][OH:21])[C:10]=2[CH2:9][CH:8]([CH3:29])[CH2:7]1)=[O:5])[CH3:31]. The yield is 0.790.